From a dataset of Forward reaction prediction with 1.9M reactions from USPTO patents (1976-2016). Predict the product of the given reaction. (1) Given the reactants [NH2:1][C:2]1[CH:3]=[C:4]2[C:8](=[CH:9][C:10]=1[N+:11]([O-:13])=[O:12])[C:7](=[O:14])[NH:6][C:5]2=[O:15].Cl.N[CH:18]([CH3:23])[CH2:19][N:20]([CH3:22])[CH3:21].N1C=CN=C1.CCN(CC)CC, predict the reaction product. The product is: [NH2:1][C:2]1[CH:3]=[C:4]2[C:8](=[CH:9][C:10]=1[N+:11]([O-:13])=[O:12])[C:7](=[O:14])[N:6]([CH:18]([CH3:23])[CH2:19][N:20]([CH3:22])[CH3:21])[C:5]2=[O:15]. (2) Given the reactants [Cl:1][C:2]1[CH:7]=[CH:6][CH:5]=[CH:4][C:3]=1[C:8]1[CH:13]=[C:12]([C:14](OC)=[O:15])[CH:11]=[C:10]([C:18]([O:20][CH3:21])=[O:19])[CH:9]=1.[H-].[Al+3].[Li+].[H-].[H-].[H-].C(C(C(C([O-])=O)O)O)([O-])=O.[K+].[Na+], predict the reaction product. The product is: [Cl:1][C:2]1[CH:7]=[CH:6][CH:5]=[CH:4][C:3]=1[C:8]1[CH:13]=[C:12]([CH2:14][OH:15])[CH:11]=[C:10]([C:18]([O:20][CH3:21])=[O:19])[CH:9]=1. (3) Given the reactants [S:1]([OH:5])([OH:4])(=[O:3])=[O:2].NOCCN(C)C[C@H]1O[C@@H](N2C3N=CN=C(N)C=3N=C2C)[C@H](O)[C@@H]1O.C(OC(=[N:36][O:37][CH2:38][CH2:39][CH2:40][CH2:41][N:42]([CH3:62])[CH2:43][C@H:44]1[O:48][C@@H:47]([N:49]2[C:58]3[C:52]([C:53]([N:55]=[CH:56][N:57]=3)=[NH:54])=[N:51][C:50]2=[O:59])[C@H:46]([OH:60])[C@@H:45]1[OH:61])C)C.OS(O)(=O)=O, predict the reaction product. The product is: [S:1]([OH:5])([OH:4])(=[O:3])=[O:2].[NH2:36][O:37][CH2:38][CH2:39][CH2:40][CH2:41][N:42]([CH3:62])[CH2:43][C@H:44]1[O:48][C@@H:47]([N:49]2[C:58]3[C:52]([C:53]([N:55]=[CH:56][N:57]=3)=[NH:54])=[N:51][C:50]2=[O:59])[C@H:46]([OH:60])[C@@H:45]1[OH:61]. (4) Given the reactants C[O:2][C:3](=O)[CH2:4][O:5][C:6]1[CH:11]=[C:10]([C:12]#[N:13])[CH:9]=[CH:8][C:7]=1[CH2:14][NH:15][C:16](=[O:36])[C:17]1[CH:22]=[C:21]([Cl:23])[CH:20]=[C:19]([N:24]([CH2:29][C:30]2[CH:35]=[CH:34][CH:33]=[CH:32][CH:31]=2)[S:25]([CH3:28])(=[O:27])=[O:26])[CH:18]=1.[NH2:38][CH2:39][C:40]1[CH:45]=[CH:44][CH:43]=[CH:42][N:41]=1, predict the reaction product. The product is: [CH2:29]([N:24]([S:25]([CH3:28])(=[O:26])=[O:27])[C:19]1[CH:18]=[C:17]([CH:22]=[C:21]([Cl:23])[CH:20]=1)[C:16]([NH:15][CH2:14][C:7]1[CH:8]=[CH:9][C:10]([C:12]#[N:13])=[CH:11][C:6]=1[O:5][CH2:4][C:3](=[O:2])[NH:38][CH2:39][C:40]1[CH:45]=[CH:44][CH:43]=[CH:42][N:41]=1)=[O:36])[C:30]1[CH:31]=[CH:32][CH:33]=[CH:34][CH:35]=1. (5) Given the reactants [CH2:1]([CH:3]([C:6]1[C:7]2[N:8]([C:13](I)=[C:14]([CH3:16])[N:15]=2)[N:9]=[C:10]([CH3:12])[CH:11]=1)[CH2:4][CH3:5])[CH3:2].C([C:21]1[CH:22]=[CH:23][CH:24]=[C:25]2[C:29]=1[N:28]([CH3:30])[C:27](C)=[CH:26]2)(C)C.[C:32]([O-])([O-])=O.[Cs+].[Cs+].N#N, predict the reaction product. The product is: [CH3:30][N:28]1[C:29]2[C:25](=[CH:24][C:23]([CH3:32])=[CH:22][CH:21]=2)[CH:26]=[C:27]1[C:13]1[N:8]2[N:9]=[C:10]([CH3:12])[CH:11]=[C:6]([CH:3]([CH2:4][CH3:5])[CH2:1][CH3:2])[C:7]2=[N:15][C:14]=1[CH3:16]. (6) Given the reactants [Br:1][C:2]1[C:11]([CH2:12][C:13]([O:15][CH3:16])=[O:14])=[C:10]2[C:5]([CH:6]=[CH:7][C:8]([O:17][CH3:18])=[N:9]2)=[CH:4][CH:3]=1.C=O.[C:21](=O)([O-])[O-].[K+].[K+].O, predict the reaction product. The product is: [Br:1][C:2]1[C:11]([C:12](=[CH2:21])[C:13]([O:15][CH3:16])=[O:14])=[C:10]2[C:5]([CH:6]=[CH:7][C:8]([O:17][CH3:18])=[N:9]2)=[CH:4][CH:3]=1. (7) Given the reactants [CH2:1]([C:3]1([CH3:27])[O:26][CH2:25][C:6]2=[C:7]([N:19]3[CH2:24][CH2:23][O:22][CH2:21][CH2:20]3)[N:8]=[C:9]3[S:17][C:16]4[C:15](=O)[NH:14][CH:13]=[N:12][C:11]=4[C:10]3=[C:5]2[CH2:4]1)[CH3:2].P(Cl)(Cl)([Cl:30])=O, predict the reaction product. The product is: [Cl:30][C:15]1[N:14]=[CH:13][N:12]=[C:11]2[C:10]3[C:9](=[N:8][C:7]([N:19]4[CH2:24][CH2:23][O:22][CH2:21][CH2:20]4)=[C:6]4[CH2:25][O:26][C:3]([CH2:1][CH3:2])([CH3:27])[CH2:4][C:5]=34)[S:17][C:16]=12.